Dataset: Reaction yield outcomes from USPTO patents with 853,638 reactions. Task: Predict the reaction yield, written as a fraction of the theoretical maximum amount of product (1.0 means a 100% yield; for example, 0.34 means a 34% yield). The reactants are [OH:1][C:2]1[CH:19]=[CH:18][C:17]2[C@@H:16]3[C@H:7]([C@H:8]4[C@@:12]([CH2:14][CH2:15]3)([CH3:13])[C:11](=[O:20])[CH2:10][CH2:9]4)[CH2:6][CH2:5][C:4]=2[C:3]=1[CH3:21].[C:22]12(O)[CH2:31][CH:26]3[CH2:27][CH:28]([CH2:30][CH:24]([CH2:25]3)[CH2:23]1)[CH2:29]2.B(F)(F)F.CCOCC. The catalyst is CCCCC. The product is [C:22]12([C:19]3[C:2]([OH:1])=[C:3]([CH3:21])[C:4]4[CH2:5][CH2:6][C@@H:7]5[C@@H:16]([C:17]=4[CH:18]=3)[CH2:15][CH2:14][C@@:12]3([CH3:13])[C@H:8]5[CH2:9][CH2:10][C:11]3=[O:20])[CH2:31][CH:26]3[CH2:27][CH:28]([CH2:30][CH:24]([CH2:25]3)[CH2:23]1)[CH2:29]2. The yield is 0.680.